This data is from Full USPTO retrosynthesis dataset with 1.9M reactions from patents (1976-2016). The task is: Predict the reactants needed to synthesize the given product. The reactants are: [CH2:1]([N:3]([CH2:14][CH3:15])[C:4](=[O:13])[C:5]1[CH:10]=[CH:9][C:8]([I:11])=[C:7]([OH:12])[CH:6]=1)[CH3:2].C([O-])([O-])=O.[K+].[K+].I[CH:23]([CH3:25])[CH3:24]. Given the product [CH2:14]([N:3]([CH2:1][CH3:2])[C:4](=[O:13])[C:5]1[CH:10]=[CH:9][C:8]([I:11])=[C:7]([O:12][CH:23]([CH3:25])[CH3:24])[CH:6]=1)[CH3:15], predict the reactants needed to synthesize it.